This data is from Catalyst prediction with 721,799 reactions and 888 catalyst types from USPTO. The task is: Predict which catalyst facilitates the given reaction. Reactant: C[O:2][C:3](=[O:41])[CH2:4][C@H:5]1[C:9]2[CH:10]=[CH:11][C:12]([O:14][C@H:15]3[C:23]4[C:18](=[C:19]([O:25][C:26]5[CH:31]=[C:30]([CH2:32][CH2:33][CH2:34][C:35]([OH:38])([CH3:37])[CH3:36])[CH:29]=[CH:28][C:27]=5[C:39]#[N:40])[CH:20]=[CH:21][C:22]=4[F:24])[CH2:17][CH2:16]3)=[CH:13][C:8]=2[O:7][CH2:6]1.[OH-].[K+]. Product: [C:39]([C:27]1[CH:28]=[CH:29][C:30]([CH2:32][CH2:33][CH2:34][C:35]([OH:38])([CH3:36])[CH3:37])=[CH:31][C:26]=1[O:25][C:19]1[CH:20]=[CH:21][C:22]([F:24])=[C:23]2[C:18]=1[CH2:17][CH2:16][C@H:15]2[O:14][C:12]1[CH:11]=[CH:10][C:9]2[C@H:5]([CH2:4][C:3]([OH:41])=[O:2])[CH2:6][O:7][C:8]=2[CH:13]=1)#[N:40]. The catalyst class is: 8.